This data is from Reaction yield outcomes from USPTO patents with 853,638 reactions. The task is: Predict the reaction yield, written as a fraction of the theoretical maximum amount of product (1.0 means a 100% yield; for example, 0.34 means a 34% yield). The reactants are [CH3:1][C:2]1([CH3:34])[O:6][C@@H:5]([CH2:7][N:8]2[C:16]3[C:11](=[CH:12][C:13]([N+:18]([O-:20])=[O:19])=[C:14]([F:17])[CH:15]=3)[CH:10]=[C:9]2[C:21]([CH3:33])([CH3:32])[C:22](OCC2C=CC=CC=2)=[O:23])[CH2:4][O:3]1.CC1(C)O[C@@H](CN2C3C(=CC([N+]([O-])=O)=C(F)C=3)C=C2C(C)(C)C(OC[C@H]2COC(C)(C)O2)=O)CO1.[H-].[H-].[H-].[H-].[Li+].[Al+3]. The catalyst is C1COCC1. The product is [CH3:1][C:2]1([CH3:34])[O:6][C@@H:5]([CH2:7][N:8]2[C:16]3[C:11](=[CH:12][C:13]([N+:18]([O-:20])=[O:19])=[C:14]([F:17])[CH:15]=3)[CH:10]=[C:9]2[C:21]([CH3:33])([CH3:32])[CH2:22][OH:23])[CH2:4][O:3]1. The yield is 0.490.